Dataset: Full USPTO retrosynthesis dataset with 1.9M reactions from patents (1976-2016). Task: Predict the reactants needed to synthesize the given product. (1) Given the product [CH:9]([N:7]([CH3:8])[C:6]([CH:5]=[C:4]([OH:23])[C:3]([OH:24])=[O:2])=[O:22])([C:16]1[CH:21]=[CH:20][CH:19]=[CH:18][CH:17]=1)[C:10]1[CH:11]=[CH:12][CH:13]=[CH:14][CH:15]=1, predict the reactants needed to synthesize it. The reactants are: C[O:2][C:3](=[O:24])[C:4]([OH:23])=[CH:5][C:6](=[O:22])[N:7]([CH:9]([C:16]1[CH:21]=[CH:20][CH:19]=[CH:18][CH:17]=1)[C:10]1[CH:15]=[CH:14][CH:13]=[CH:12][CH:11]=1)[CH3:8].N#N. (2) Given the product [CH3:1][CH3:3].[C:18]([C:17]1[CH:16]=[C:15]([CH:22]=[CH:21][CH:20]=1)[CH2:14][O:13][C:5]1[C:4]([CH3:23])=[C:3]([CH2:1][NH:24][C:25]2[CH:32]=[CH:31][C:28]([C:29]#[N:30])=[CH:27][CH:26]=2)[C:8]([CH2:9][CH2:10][CH3:11])=[N:7][C:6]=1[CH3:12])#[N:19], predict the reactants needed to synthesize it. The reactants are: [CH:1]([C:3]1[C:4]([CH3:23])=[C:5]([O:13][CH2:14][C:15]2[CH:16]=[C:17]([CH:20]=[CH:21][CH:22]=2)[C:18]#[N:19])[C:6]([CH3:12])=[N:7][C:8]=1[CH2:9][CH2:10][CH3:11])=O.[NH2:24][C:25]1[CH:32]=[CH:31][C:28]([C:29]#[N:30])=[CH:27][CH:26]=1. (3) The reactants are: [F:1][C:2]1[CH:3]=[C:4]([CH:34]=[CH:35][CH:36]=1)[CH2:5][N:6]1[C:14]2[C:9](=[CH:10][C:11]([NH:15][C:16]3[C:21]4=[C:22]([CH2:25][N:26]5[CH2:31][CH2:30][CH:29]([C:32]#[N:33])[CH2:28][CH2:27]5)[CH:23]=[CH:24][N:20]4[N:19]=[CH:18][N:17]=3)=[CH:12][CH:13]=2)[CH:8]=[N:7]1.[N-:37]=[N+:38]=[N-:39].[Na+].[Cl-].[NH4+]. Given the product [F:1][C:2]1[CH:3]=[C:4]([CH:34]=[CH:35][CH:36]=1)[CH2:5][N:6]1[C:14]2[C:9](=[CH:10][C:11]([NH:15][C:16]3[C:21]4=[C:22]([CH2:25][N:26]5[CH2:27][CH2:28][CH:29]([C:32]6[NH:39][N:38]=[N:37][N:33]=6)[CH2:30][CH2:31]5)[CH:23]=[CH:24][N:20]4[N:19]=[CH:18][N:17]=3)=[CH:12][CH:13]=2)[CH:8]=[N:7]1, predict the reactants needed to synthesize it. (4) Given the product [C:16]([O:20][C:21](=[O:32])[NH:22][CH:23]1[CH2:24][CH2:25][N:26]([CH2:29][CH2:30][O:31][C:4]2[CH:13]=[N:12][C:11]3[C:6](=[CH:7][C:8]([O:14][CH3:15])=[CH:9][CH:10]=3)[N:5]=2)[CH2:27][CH2:28]1)([CH3:19])([CH3:17])[CH3:18], predict the reactants needed to synthesize it. The reactants are: [H-].[Na+].Cl[C:4]1[CH:13]=[N:12][C:11]2[C:6](=[CH:7][C:8]([O:14][CH3:15])=[CH:9][CH:10]=2)[N:5]=1.[C:16]([O:20][C:21](=[O:32])[NH:22][CH:23]1[CH2:28][CH2:27][N:26]([CH2:29][CH2:30][OH:31])[CH2:25][CH2:24]1)([CH3:19])([CH3:18])[CH3:17]. (5) Given the product [I:16][C:17]1[CH:22]=[C:21]([N:8]2[C:9]3[C:5](=[CH:4][C:3]([O:2][CH3:1])=[CH:11][CH:10]=3)[C:6]([C:12]([O:14][CH3:15])=[O:13])=[N:7]2)[CH:20]=[CH:19][CH:18]=1, predict the reactants needed to synthesize it. The reactants are: [CH3:1][O:2][C:3]1[CH:4]=[C:5]2[C:9](=[CH:10][CH:11]=1)[NH:8][N:7]=[C:6]2[C:12]([O:14][CH3:15])=[O:13].[I:16][C:17]1[CH:18]=[C:19](B(O)O)[CH:20]=[CH:21][CH:22]=1.